This data is from Reaction yield outcomes from USPTO patents with 853,638 reactions. The task is: Predict the reaction yield, written as a fraction of the theoretical maximum amount of product (1.0 means a 100% yield; for example, 0.34 means a 34% yield). The reactants are [F:1][C:2]1[CH:3]=[C:4]([CH:8]=[CH:9][C:10]([OH:12])=[O:11])[CH:5]=[CH:6][CH:7]=1. The catalyst is CO.[Pd]. The product is [F:1][C:2]1[CH:3]=[C:4]([CH2:8][CH2:9][C:10]([OH:12])=[O:11])[CH:5]=[CH:6][CH:7]=1. The yield is 0.807.